From a dataset of Forward reaction prediction with 1.9M reactions from USPTO patents (1976-2016). Predict the product of the given reaction. (1) The product is: [C:19]12([NH:29][CH2:10][C:9]3[CH:12]=[CH:13][C:6]([O:5][CH2:4][C:3]4[CH:14]=[CH:15][C:16]([F:18])=[CH:17][C:2]=4[Cl:1])=[CH:7][CH:8]=3)[CH2:26][CH:25]3[CH2:24][CH:23]([CH2:22][CH:21]([CH2:27]3)[CH2:20]1)[CH2:28]2. Given the reactants [Cl:1][C:2]1[CH:17]=[C:16]([F:18])[CH:15]=[CH:14][C:3]=1[CH2:4][O:5][C:6]1[CH:13]=[CH:12][C:9]([CH:10]=O)=[CH:8][CH:7]=1.[C:19]12([NH2:29])[CH2:28][CH:23]3[CH2:24][CH:25]([CH2:27][CH:21]([CH2:22]3)[CH2:20]1)[CH2:26]2, predict the reaction product. (2) Given the reactants [NH2:1][C:2]1[C:3]([F:24])=[C:4]([C:8]2[N:9]=[C:10]([C:20]([CH3:23])([CH3:22])[CH3:21])[S:11][C:12]=2[C:13]2[CH:18]=[CH:17][N:16]=[C:15]([NH2:19])[N:14]=2)[CH:5]=[CH:6][CH:7]=1.[C:25]1([S:31](Cl)(=[O:33])=[O:32])[CH:30]=[CH:29][CH:28]=[CH:27][CH:26]=1, predict the reaction product. The product is: [NH2:19][C:15]1[N:14]=[C:13]([C:12]2[S:11][C:10]([C:20]([CH3:21])([CH3:23])[CH3:22])=[N:9][C:8]=2[C:4]2[C:3]([F:24])=[C:2]([NH:1][S:31]([C:25]3[CH:30]=[CH:29][CH:28]=[CH:27][CH:26]=3)(=[O:33])=[O:32])[CH:7]=[CH:6][CH:5]=2)[CH:18]=[CH:17][N:16]=1. (3) Given the reactants Br[CH2:2][C:3]([C:5]1[CH:10]=[CH:9][CH:8]=[C:7]([Br:11])[CH:6]=1)=[O:4].[NH:12]1[CH2:16][CH2:15][CH2:14][CH2:13]1.O, predict the reaction product. The product is: [Br:11][C:7]1[CH:6]=[C:5]([C:3](=[O:4])[CH2:2][N:12]2[CH2:16][CH2:15][CH2:14][CH2:13]2)[CH:10]=[CH:9][CH:8]=1.